The task is: Regression. Given two drug SMILES strings and cell line genomic features, predict the synergy score measuring deviation from expected non-interaction effect.. This data is from NCI-60 drug combinations with 297,098 pairs across 59 cell lines. Drug 1: CC(CN1CC(=O)NC(=O)C1)N2CC(=O)NC(=O)C2. Drug 2: C(CCl)NC(=O)N(CCCl)N=O. Cell line: NCI-H460. Synergy scores: CSS=37.3, Synergy_ZIP=-1.93, Synergy_Bliss=-3.16, Synergy_Loewe=-1.70, Synergy_HSA=0.123.